This data is from Catalyst prediction with 721,799 reactions and 888 catalyst types from USPTO. The task is: Predict which catalyst facilitates the given reaction. Reactant: [C:1]([N:8]1[CH2:13][CH2:12][NH:11][CH2:10][CH2:9]1)([O:3][C:4]([CH3:7])([CH3:6])[CH3:5])=[O:2].[S:14]1[CH:18]=[CH:17][N:16]=[C:15]1[CH:19]=O.C(O[BH-](OC(=O)C)OC(=O)C)(=O)C.[Na+]. Product: [S:14]1[CH:18]=[CH:17][N:16]=[C:15]1[CH2:19][N:11]1[CH2:10][CH2:9][N:8]([C:1]([O:3][C:4]([CH3:7])([CH3:6])[CH3:5])=[O:2])[CH2:13][CH2:12]1. The catalyst class is: 26.